Dataset: Forward reaction prediction with 1.9M reactions from USPTO patents (1976-2016). Task: Predict the product of the given reaction. Given the reactants Cl[C:2]([O:4][CH:5]([CH3:7])[CH3:6])=[O:3].C([O:10][C:11](=[O:33])[C:12]([O:15][C:16]1[CH:21]=[CH:20][C:19]([O:22][C:23]2[CH:28]=[CH:27][CH:26]=[C:25]([CH2:29][NH2:30])[CH:24]=2)=[CH:18][C:17]=1[CH2:31]C)([CH3:14])[CH3:13])C, predict the reaction product. The product is: [CH:5]([O:4][C:2]([NH:30][CH2:29][C:25]1[CH:24]=[C:23]([CH:28]=[CH:27][CH:26]=1)[O:22][C:19]1[CH:20]=[CH:21][C:16]([O:15][C:12]([CH3:14])([CH3:13])[C:11]([OH:33])=[O:10])=[C:17]([CH3:31])[CH:18]=1)=[O:3])([CH3:7])[CH3:6].